The task is: Predict the reactants needed to synthesize the given product.. This data is from Full USPTO retrosynthesis dataset with 1.9M reactions from patents (1976-2016). (1) Given the product [F:1][C:2]1[CH:3]=[C:4]([NH2:5])[CH:6]=[CH:7][C:8]=1[O:9][C:10]1[CH:15]=[CH:14][N:13]=[C:12]2[CH:16]=[C:17]([C:25]3[O:26][CH:27]=[CH:28][CH:29]=3)[S:18][C:11]=12, predict the reactants needed to synthesize it. The reactants are: [F:1][C:2]1[CH:3]=[C:4]([CH:6]=[CH:7][C:8]=1[O:9][C:10]1[CH:15]=[CH:14][N:13]=[C:12]2[CH:16]=[C:17](I)[S:18][C:11]=12)[NH2:5].C([Sn](CCCC)(CCCC)[C:25]1[O:26][CH:27]=[CH:28][CH:29]=1)CCC.O1CCOCC1. (2) Given the product [N:1]1[C:10]2[C:5](=[CH:6][C:7]([CH2:11][N:12]3[C:16]4=[N:17][C:18](/[C:21](=[N:24]/[N:25]5[CH2:29][CH2:28][O:27][C:26]5=[O:30])/[CH3:22])=[CH:19][N:20]=[C:15]4[N:14]=[N:13]3)=[CH:8][CH:9]=2)[CH:4]=[CH:3][CH:2]=1, predict the reactants needed to synthesize it. The reactants are: [N:1]1[C:10]2[C:5](=[CH:6][C:7]([CH2:11][N:12]3[C:16]4=[N:17][C:18]([C:21](=O)[CH3:22])=[CH:19][N:20]=[C:15]4[N:14]=[N:13]3)=[CH:8][CH:9]=2)[CH:4]=[CH:3][CH:2]=1.[NH2:24][N:25]1[CH2:29][CH2:28][O:27][C:26]1=[O:30]. (3) The reactants are: [NH2:1][C:2]1[N:7]=[C:6]([S:8][CH:9]([C:11]2[CH:12]=[C:13]([C:17]([O:19]C)=[O:18])[CH:14]=[CH:15][CH:16]=2)[CH3:10])[C:5]([C:21]#[N:22])=[C:4]([C:23]2[CH:28]=[CH:27][C:26]([O:29][CH2:30][CH2:31][O:32][CH3:33])=[CH:25][CH:24]=2)[C:3]=1[C:34]#[N:35].[OH-].[Li+].Cl. Given the product [NH2:1][C:2]1[N:7]=[C:6]([S:8][CH:9]([C:11]2[CH:12]=[C:13]([C:17]([OH:19])=[O:18])[CH:14]=[CH:15][CH:16]=2)[CH3:10])[C:5]([C:21]#[N:22])=[C:4]([C:23]2[CH:28]=[CH:27][C:26]([O:29][CH2:30][CH2:31][O:32][CH3:33])=[CH:25][CH:24]=2)[C:3]=1[C:34]#[N:35], predict the reactants needed to synthesize it. (4) Given the product [CH:1]1[C:6]2[CH2:7][CH2:8][CH2:9][CH2:10][CH:11]([CH2:12][CH:13]=[O:14])[C:5]=2[CH:4]=[CH:3][CH:2]=1, predict the reactants needed to synthesize it. The reactants are: [CH:1]1[C:6]2[CH2:7][CH2:8][CH2:9][CH2:10][CH:11]([CH2:12][C:13](OCC)=[O:14])[C:5]=2[CH:4]=[CH:3][CH:2]=1.[H-].C([Al+]CC(C)C)C(C)C.CO.Cl. (5) Given the product [CH3:20][O:22][C:16]1[CH:17]=[CH:18][C:13]([CH2:12][N:5]2[CH:6]=[CH:7][C:3]([C:2]([F:9])([F:8])[F:1])=[N:4]2)=[CH:14][CH:15]=1, predict the reactants needed to synthesize it. The reactants are: [F:1][C:2]([F:9])([F:8])[C:3]1[CH:7]=[CH:6][NH:5][N:4]=1.N#N.[CH2:12](Cl)[C:13]1[CH:18]=[CH:17][CH:16]=[CH:15][CH:14]=1.[C:20](OCC)(=[O:22])C.CCCCCC. (6) Given the product [O:9]1[C:5]2[C:4]([C:11]3[CH:12]=[CH:13][CH:14]=[C:15]4[C:20]=3[CH:19]=[C:18]([C:21]([O:23][CH3:24])=[O:22])[CH:17]=[CH:16]4)=[CH:3][CH:2]=[CH:10][C:6]=2[CH2:7][CH2:8]1, predict the reactants needed to synthesize it. The reactants are: Br[C:2]1[CH:3]=[C:4]([C:11]2[CH:12]=[CH:13][CH:14]=[C:15]3[C:20]=2[CH:19]=[C:18]([C:21]([O:23][CH3:24])=[O:22])[CH:17]=[CH:16]3)[C:5]2[O:9][CH2:8][CH2:7][C:6]=2[CH:10]=1.C(N(CC)CC)C. (7) Given the product [Cl:1][C:2]1[C:10]2[C:6](=[C:7]([C:11]3[CH:16]=[CH:15][C:14]([O:17][CH3:18])=[CH:13][C:12]=3[CH3:19])[N:8]([CH:23]([CH3:25])[CH3:24])[N:9]=2)[CH:5]=[CH:4][CH:3]=1, predict the reactants needed to synthesize it. The reactants are: [Cl:1][C:2]1[CH:3]=[CH:4][CH:5]=[C:6]2[C:10]=1[NH:9][N:8]=[C:7]2[C:11]1[CH:16]=[CH:15][C:14]([O:17][CH3:18])=[CH:13][C:12]=1[CH3:19].[H-].[Na+].I[CH:23]([CH3:25])[CH3:24]. (8) Given the product [CH3:1][O:2][C:3]1[CH:4]=[C:5]2[C:10](=[CH:11][C:12]=1[O:13][CH2:14][CH2:15][O:16][CH3:17])[N:9]=[CH:8][N:7]=[C:6]2[O:18][C:19]1[CH:20]=[C:21]([NH:22][C:47]([NH:46][C:43]2[CH:42]=[C:41]([C:35]3[CH:36]=[CH:37][CH:38]=[CH:39][CH:40]=3)[O:45][N:44]=2)=[O:48])[CH:23]=[CH:24][CH:25]=1, predict the reactants needed to synthesize it. The reactants are: [CH3:1][O:2][C:3]1[CH:4]=[C:5]2[C:10](=[CH:11][C:12]=1[O:13][CH2:14][CH2:15][O:16][CH3:17])[N:9]=[CH:8][N:7]=[C:6]2[O:18][C:19]1[CH:20]=[C:21]([CH:23]=[CH:24][CH:25]=1)[NH2:22].C(N(CC)C(C)C)(C)C.[C:35]1([C:41]2[O:45][N:44]=[C:43]([NH:46][C:47](=O)[O:48]C3C=CC=CC=3)[CH:42]=2)[CH:40]=[CH:39][CH:38]=[CH:37][CH:36]=1. (9) Given the product [Cl:42][C:39]1[CH:38]=[CH:37][C:36]([C:34]2[N:35]=[C:31]([NH:30][C:11]([CH:10]=[CH:9][C:8]3[CH:14]=[CH:15][C:16]([O:17][CH3:18])=[C:6]([O:23][C:24](=[O:28])[CH2:25][CH2:44][CH3:45])[CH:7]=3)=[O:13])[S:32][CH:33]=2)=[CH:41][CH:40]=1, predict the reactants needed to synthesize it. The reactants are: C([C:6]1[CH:7]=[C:8]([CH:14]=[CH:15][C:16]=1[O:17][CH3:18])[CH:9]=[CH:10][C:11]([OH:13])=O)(=O)CCC.CN(C=[O:23])C.[C:24](Cl)(=[O:28])[C:25](Cl)=O.[NH2:30][C:31]1[S:32][CH:33]=[C:34]([C:36]2[CH:41]=[CH:40][C:39]([Cl:42])=[CH:38][CH:37]=2)[N:35]=1.O1CCO[CH2:45][CH2:44]1. (10) Given the product [C:27]([O:26][C:25]([NH:24][CH2:21][C:22]#[C:23][C:2]1[N:7]=[C:6]([CH3:8])[C:5]([C:9]([O:11][CH3:12])=[O:10])=[C:4]([NH:13][C:14]2[CH:15]=[C:16]([CH3:20])[CH:17]=[CH:18][CH:19]=2)[N:3]=1)=[O:31])([CH3:30])([CH3:29])[CH3:28], predict the reactants needed to synthesize it. The reactants are: Cl[C:2]1[N:7]=[C:6]([CH3:8])[C:5]([C:9]([O:11][CH3:12])=[O:10])=[C:4]([NH:13][C:14]2[CH:15]=[C:16]([CH3:20])[CH:17]=[CH:18][CH:19]=2)[N:3]=1.[CH2:21]([NH:24][C:25](=[O:31])[O:26][C:27]([CH3:30])([CH3:29])[CH3:28])[C:22]#[CH:23].C(N(CC)CC)C.